Dataset: Forward reaction prediction with 1.9M reactions from USPTO patents (1976-2016). Task: Predict the product of the given reaction. (1) Given the reactants [CH2:1]([O:9][CH2:10][C@H:11]([CH2:13][OH:14])[OH:12])[CH2:2][CH2:3][CH2:4][CH2:5][CH2:6][CH2:7][CH3:8].[C:15]1([C:21]([C:29]2[CH:34]=[CH:33][CH:32]=[CH:31][CH:30]=2)([C:23]2[CH:28]=[CH:27][CH:26]=[CH:25][CH:24]=2)Cl)[CH:20]=[CH:19][CH:18]=[CH:17][CH:16]=1.C1COCC1.C(#N)C, predict the reaction product. The product is: [CH2:1]([O:9][CH2:10][C@H:11]([CH2:13][O:14][C:21]([C:15]1[CH:20]=[CH:19][CH:18]=[CH:17][CH:16]=1)([C:29]1[CH:30]=[CH:31][CH:32]=[CH:33][CH:34]=1)[C:23]1[CH:24]=[CH:25][CH:26]=[CH:27][CH:28]=1)[OH:12])[CH2:2][CH2:3][CH2:4][CH2:5][CH2:6][CH2:7][CH3:8]. (2) Given the reactants Cl.[CH:2]1([N:7]2[C:11]3([CH2:15][CH2:14][CH2:13][CH2:12]3)[CH2:10][S:9][C:8]2=[N:16][C:17]2[CH:22]=[CH:21][C:20]([N+:23]([O-:25])=[O:24])=[CH:19][C:18]=2[CH3:26])[CH2:6][CH2:5][CH2:4][CH2:3]1.C([O-])(O)=O.[Na+], predict the reaction product. The product is: [CH:2]1([N:7]2[C:11]3([CH2:15][CH2:14][CH2:13][CH2:12]3)[CH2:10][S:9][C:8]2=[N:16][C:17]2[CH:22]=[CH:21][C:20]([N+:23]([O-:25])=[O:24])=[CH:19][C:18]=2[CH3:26])[CH2:3][CH2:4][CH2:5][CH2:6]1. (3) Given the reactants [Cl:1][CH2:2][CH:3]1[C:11]2[C:10]3[C:12]([N+:16]([O-:18])=[O:17])=[CH:13][CH:14]=[CH:15][C:9]=3[CH:8]=[CH:7][C:6]=2[NH:5][CH2:4]1.[N+:19]([O-])([O-:21])=[O:20].[K+], predict the reaction product. The product is: [Cl:1][CH2:2][CH:3]1[C:11]2[C:10]3[C:12]([N+:16]([O-:18])=[O:17])=[CH:13][CH:14]=[CH:15][C:9]=3[C:8]([N+:19]([O-:21])=[O:20])=[CH:7][C:6]=2[NH:5][CH2:4]1. (4) Given the reactants [F:1][C:2]([F:12])([F:11])[O:3][C:4]1[CH:9]=[CH:8][C:7]([OH:10])=[CH:6][CH:5]=1.C([O-])([O-])=O.[Cs+].[Cs+].I[C:20]1[CH:25]=[CH:24][C:23]([NH:26][S:27]([CH3:30])(=[O:29])=[O:28])=[CH:22][CH:21]=1.CC(C)(C(=O)CC(=O)C(C)(C)C)C, predict the reaction product. The product is: [F:1][C:2]([F:11])([F:12])[O:3][C:4]1[CH:5]=[CH:6][C:7]([O:10][C:20]2[CH:21]=[CH:22][C:23]([NH:26][S:27]([CH3:30])(=[O:28])=[O:29])=[CH:24][CH:25]=2)=[CH:8][CH:9]=1. (5) Given the reactants [CH3:1][N:2]1[CH:6]=[CH:5][CH:4]=[C:3]1[C:7]1[C:11]2[CH:12]=[C:13]([N+:16]([O-])=O)[CH:14]=[CH:15][C:10]=2[S:9][N:8]=1.C(O)C.O.O.[Sn](Cl)Cl, predict the reaction product. The product is: [NH2:16][C:13]1[CH:14]=[CH:15][C:10]2[S:9][N:8]=[C:7]([C:3]3[N:2]([CH3:1])[CH:6]=[CH:5][CH:4]=3)[C:11]=2[CH:12]=1.